Dataset: Peptide-MHC class I binding affinity with 185,985 pairs from IEDB/IMGT. Task: Regression. Given a peptide amino acid sequence and an MHC pseudo amino acid sequence, predict their binding affinity value. This is MHC class I binding data. (1) The peptide sequence is LPRLADEGL. The MHC is Patr-A0701 with pseudo-sequence Patr-A0701. The binding affinity (normalized) is 0. (2) The peptide sequence is QTNLYNLLY. The MHC is SLA-10401 with pseudo-sequence SLA-10401. The binding affinity (normalized) is 0.451. (3) The peptide sequence is GPQSNQRSA. The MHC is HLA-B35:01 with pseudo-sequence HLA-B35:01. The binding affinity (normalized) is 0.151. (4) The binding affinity (normalized) is 0.213. The peptide sequence is AFFSDLVKF. The MHC is HLA-B08:01 with pseudo-sequence HLA-B08:01.